Predict the product of the given reaction. From a dataset of Forward reaction prediction with 1.9M reactions from USPTO patents (1976-2016). Given the reactants [Si]([O:8][C@@H:9]1[C@@H:14]([CH3:15])[CH2:13][N:12]([C:16]2[CH:21]=[CH:20][N:19]=[CH:18][C:17]=2[NH:22][C:23]([C:25]2[N:30]=[C:29]3[O:31][C:32]([CH:34]4[CH2:36][CH2:35]4)=[CH:33][C:28]3=[CH:27][CH:26]=2)=[O:24])[CH2:11][C@H:10]1[NH:37]C(=O)OC(C)(C)C)(C(C)(C)C)(C)C.Cl.O1CCOCC1.N, predict the reaction product. The product is: [NH2:37][C@H:10]1[C@H:9]([OH:8])[C@@H:14]([CH3:15])[CH2:13][N:12]([C:16]2[CH:21]=[CH:20][N:19]=[CH:18][C:17]=2[NH:22][C:23]([C:25]2[N:30]=[C:29]3[O:31][C:32]([CH:34]4[CH2:36][CH2:35]4)=[CH:33][C:28]3=[CH:27][CH:26]=2)=[O:24])[CH2:11]1.